Predict the reaction yield, written as a fraction of the theoretical maximum amount of product (1.0 means a 100% yield; for example, 0.34 means a 34% yield). From a dataset of Reaction yield outcomes from USPTO patents with 853,638 reactions. (1) The reactants are Cl[C:2]1[CH:7]=[CH:6][C:5]([N+:8]([O-:10])=[O:9])=[CH:4][C:3]=1[OH:11].C(=O)([O-])[O-].[Cs+].[Cs+].I[CH:19]([CH3:21])[CH3:20].[CH3:22][C:23]1[N:24]=[CH:25][NH:26][CH:27]=1. The catalyst is C(#N)C. The product is [CH:19]([O:11][C:3]1[CH:4]=[C:5]([N+:8]([O-:10])=[O:9])[CH:6]=[CH:7][C:2]=1[N:26]1[CH:27]=[C:23]([CH3:22])[N:24]=[CH:25]1)([CH3:21])[CH3:20]. The yield is 0.110. (2) The product is [C:18]([S:17][C:13]1[C-:12]([CH2:11][OH:10])[CH:16]=[CH:15][CH:14]=1)([CH3:21])([CH3:19])[CH3:20].[CH-:22]1[CH:26]=[CH:25][CH:24]=[CH:23]1.[Fe+2:27]. The reactants are [H-].[Al+3].[Li+].[H-].[H-].[H-].C([O:10][CH2:11][C-:12]1[CH:16]=[CH:15][CH:14]=[C:13]1[S:17][C:18]([CH3:21])([CH3:20])[CH3:19])(=O)C.[CH-:22]1[CH:26]=[CH:25][CH:24]=[CH:23]1.[Fe+2:27]. The catalyst is CCOCC. The yield is 0.800. (3) The reactants are [CH3:1][C:2]1([CH3:20])[CH2:6][C:5]2[C:7]([CH3:19])=[C:8]([N:13]3[CH2:18][CH2:17][NH:16][CH2:15][CH2:14]3)[C:9]([CH3:12])=[C:10]([CH3:11])[C:4]=2[O:3]1.Br[C:22]1[CH:23]=[CH:24][C:25]([O:28][CH3:29])=[N:26][CH:27]=1. No catalyst specified. The product is [CH3:29][O:28][C:25]1[N:26]=[CH:27][C:22]([N:16]2[CH2:15][CH2:14][N:13]([C:8]3[C:9]([CH3:12])=[C:10]([CH3:11])[C:4]4[O:3][C:2]([CH3:20])([CH3:1])[CH2:6][C:5]=4[C:7]=3[CH3:19])[CH2:18][CH2:17]2)=[CH:23][CH:24]=1. The yield is 0.370.